From a dataset of Catalyst prediction with 721,799 reactions and 888 catalyst types from USPTO. Predict which catalyst facilitates the given reaction. (1) The catalyst class is: 9. Product: [CH2:1]([N:8]1[CH2:13][CH2:12][C:11]([CH2:16][C:17]([O:44][CH3:42])=[O:18])([CH:14]=[CH2:15])[CH2:10][CH2:9]1)[C:2]1[CH:7]=[CH:6][CH:5]=[CH:4][CH:3]=1. Reactant: [CH2:1]([N:8]1[CH2:13][CH2:12][C:11]([CH2:16][CH:17]=[O:18])([CH:14]=[CH2:15])[CH2:10][CH2:9]1)[C:2]1[CH:7]=[CH:6][CH:5]=[CH:4][CH:3]=1.CO.[Cr](O[Cr]([O-])(=O)=O)([O-])(=O)=O.[NH+]1C=CC=CC=1.[NH+]1C=CC=CC=1.[CH2:42]([O:44]CC)C. (2) Reactant: [NH2:1][C:2]1[C:3]([CH3:13])=[C:4]([CH:9]=[C:10]([Br:12])[CH:11]=1)[C:5]([O:7][CH3:8])=[O:6].[O:14]1[CH2:19][CH2:18][C:17](=O)[CH2:16][CH2:15]1.C(O)(=O)C.C([BH3-])#N.[Na+]. Product: [Br:12][C:10]1[CH:11]=[C:2]([NH:1][CH:17]2[CH2:18][CH2:19][O:14][CH2:15][CH2:16]2)[C:3]([CH3:13])=[C:4]([CH:9]=1)[C:5]([O:7][CH3:8])=[O:6]. The catalyst class is: 5. (3) Reactant: [C:1]([N:4]1[CH2:9][CH2:8][N:7]([CH2:10][CH2:11][NH:12][C:13](=[O:19])[O:14][C:15]([CH3:18])([CH3:17])[CH3:16])[CH2:6][CH2:5]1)(=[O:3])[CH3:2].[O-]P([O-])([O-])=O.[K+].[K+].[K+].N1C2C(=CC=C3C=2N=CC=C3)C=CC=1.Br[C:43]#[C:44][Si:45]([CH:52]([CH3:54])[CH3:53])([CH:49]([CH3:51])[CH3:50])[CH:46]([CH3:48])[CH3:47]. Product: [C:1]([N:4]1[CH2:5][CH2:6][N:7]([CH2:10][CH2:11][N:12]([C:43]#[C:44][Si:45]([CH:46]([CH3:48])[CH3:47])([CH:52]([CH3:54])[CH3:53])[CH:49]([CH3:51])[CH3:50])[C:13](=[O:19])[O:14][C:15]([CH3:18])([CH3:17])[CH3:16])[CH2:8][CH2:9]1)(=[O:3])[CH3:2]. The catalyst class is: 11. (4) Reactant: [C:1]([NH:4][C:5]1[C:6]([C:11]([OH:13])=O)=[C:7]([CH3:10])[S:8][CH:9]=1)(=[O:3])[CH3:2].C1(P(C2C=CC=CC=2)C2C=CC=CC=2)C=CC=CC=1.ClN1C(=O)CCC1=O.[CH:41]1([CH2:44][N:45]2[C:53]3[N:52]=[C:51]([CH2:54][C:55]4[CH:60]=[CH:59][C:58]([NH:61][CH3:62])=[CH:57][CH:56]=4)[NH:50][C:49]=3[C:48](=[O:63])[N:47]([CH2:64][C:65]3[CH:70]=[CH:69][CH:68]=[CH:67][C:66]=3[F:71])[C:46]2=[O:72])[CH2:43][CH2:42]1.C(N(CC)CC)C. Product: [CH:41]1([CH2:44][N:45]2[C:53]3[N:52]=[C:51]([CH2:54][C:55]4[CH:56]=[CH:57][C:58]([N:61]([CH3:62])[C:11]([C:6]5[C:5]([NH:4][C:1](=[O:3])[CH3:2])=[CH:9][S:8][C:7]=5[CH3:10])=[O:13])=[CH:59][CH:60]=4)[NH:50][C:49]=3[C:48](=[O:63])[N:47]([CH2:64][C:65]3[CH:70]=[CH:69][CH:68]=[CH:67][C:66]=3[F:71])[C:46]2=[O:72])[CH2:43][CH2:42]1. The catalyst class is: 4. (5) Product: [N:11]1[CH:16]=[CH:15][CH:14]=[CH:13][C:12]=1[C:17]1[N:18]=[C:7]([OH:9])[C:6]2[CH:5]=[CH:4][S:3][C:2]=2[N:1]=1. The catalyst class is: 7. Reactant: [NH2:1][C:2]1[S:3][CH:4]=[CH:5][C:6]=1[C:7]([O:9]C)=O.[N:11]1[CH:16]=[CH:15][CH:14]=[CH:13][C:12]=1[C:17]#[N:18].CC(C)([O-])C.[K+]. (6) Reactant: [OH:1][CH2:2][C@@H:3]([NH:18][C:19](=[O:25])[O:20][C:21]([CH3:24])([CH3:23])[CH3:22])[C@H:4]([C:8]1[CH:13]=[CH:12][C:11]([C:14]([F:17])([F:16])[F:15])=[CH:10][CH:9]=1)/[CH:5]=[CH:6]/[CH3:7]. Product: [OH:1][CH2:2][C@@H:3]([NH:18][C:19](=[O:25])[O:20][C:21]([CH3:24])([CH3:23])[CH3:22])[C@H:4]([C:8]1[CH:13]=[CH:12][C:11]([C:14]([F:17])([F:16])[F:15])=[CH:10][CH:9]=1)[CH2:5][CH2:6][CH3:7]. The catalyst class is: 19. (7) Reactant: [CH2:1]([O:8][C:9](Cl)=[O:10])[C:2]1[CH:7]=[CH:6][CH:5]=[CH:4][CH:3]=1.[NH2:12][CH2:13][C@@H:14]1[CH2:19][CH2:18][C@H:17]([CH2:20][OH:21])[CH2:16][CH2:15]1.C(N(C(C)C)CC)(C)C. Product: [OH:21][CH2:20][C@@H:17]1[CH2:18][CH2:19][C@H:14]([CH2:13][NH:12][C:9](=[O:10])[O:8][CH2:1][C:2]2[CH:7]=[CH:6][CH:5]=[CH:4][CH:3]=2)[CH2:15][CH2:16]1. The catalyst class is: 2. (8) Reactant: [NH2:1][C:2]1[C:11]([C:12]#[C:13][CH2:14][O:15][CH3:16])=[CH:10][C:5]([C:6]([O:8][CH3:9])=[O:7])=[C:4]([Cl:17])[CH:3]=1. Product: [NH2:1][C:2]1[C:11]([CH2:12][CH2:13][CH2:14][O:15][CH3:16])=[CH:10][C:5]([C:6]([O:8][CH3:9])=[O:7])=[C:4]([Cl:17])[CH:3]=1. The catalyst class is: 867. (9) Reactant: O=[C:2]1[CH2:7][CH2:6][CH:5]([C:8]([O:10][CH2:11][CH3:12])=[O:9])[CH2:4][CH2:3]1.[NH2:13][C:14]1[CH:15]=[C:16]2[C:20](=[CH:21][CH:22]=1)[NH:19][N:18]=[CH:17]2.C(=O)([O-])O.[Na+]. Product: [NH:19]1[C:20]2[C:16](=[CH:15][C:14]([NH:13][CH:2]3[CH2:7][CH2:6][CH:5]([C:8]([O:10][CH2:11][CH3:12])=[O:9])[CH2:4][CH2:3]3)=[CH:22][CH:21]=2)[CH:17]=[N:18]1. The catalyst class is: 5.